This data is from Forward reaction prediction with 1.9M reactions from USPTO patents (1976-2016). The task is: Predict the product of the given reaction. Given the reactants [F:1][C:2]1[C:3]([C:16]2[CH:21]=[CH:20][CH:19]=[CH:18][N:17]=2)=[C:4]([NH:11][CH2:12][CH2:13][O:14][CH3:15])[C:5]([N+:8]([O-])=O)=[CH:6][CH:7]=1, predict the reaction product. The product is: [F:1][C:2]1[C:3]([C:16]2[CH:21]=[CH:20][CH:19]=[CH:18][N:17]=2)=[C:4]([NH:11][CH2:12][CH2:13][O:14][CH3:15])[C:5]([NH2:8])=[CH:6][CH:7]=1.